Dataset: Full USPTO retrosynthesis dataset with 1.9M reactions from patents (1976-2016). Task: Predict the reactants needed to synthesize the given product. (1) Given the product [C:27]([O:31][C:32]([N:8]1[CH2:9][CH2:10][C:4]2[C:3]([NH:13][CH2:14][C:15]3[CH:20]=[CH:19][C:18]([S:21][C:22](=[O:26])[N:23]([CH3:24])[CH3:25])=[CH:17][CH:16]=3)=[C:2]([Cl:1])[CH:12]=[CH:11][C:5]=2[CH2:6][CH2:7]1)=[O:33])([CH3:30])([CH3:29])[CH3:28], predict the reactants needed to synthesize it. The reactants are: [Cl:1][C:2]1[CH:12]=[CH:11][C:5]2[CH2:6][CH2:7][NH:8][CH2:9][CH2:10][C:4]=2[C:3]=1[NH:13][CH2:14][C:15]1[CH:20]=[CH:19][C:18]([S:21][C:22](=[O:26])[N:23]([CH3:25])[CH3:24])=[CH:17][CH:16]=1.[C:27]([O:31][C:32](O[C:32]([O:31][C:27]([CH3:30])([CH3:29])[CH3:28])=[O:33])=[O:33])([CH3:30])([CH3:29])[CH3:28].C(N(CC)CC)C. (2) Given the product [Cl:1][C:2]1[CH:7]=[CH:6][C:5]([CH2:8][C:21]([O:14][CH2:15][CH3:18])=[O:23])=[CH:4][CH:3]=1, predict the reactants needed to synthesize it. The reactants are: [Cl:1][C:2]1[CH:7]=[CH:6][C:5]([CH3:8])=[CH:4][CH:3]=1.C(O[O:14][C:15]([CH3:18])(C)C)(C)(C)C.[C]=O.[CH2:21]([OH:23])C. (3) Given the product [F:27][C:28]1[CH:35]=[CH:34][C:31]([CH2:32][O:22][C:21](=[O:23])[C:19]2[CH:18]=[CH:17][CH:16]=[C:15]([N:10]3[C:11]([CH3:14])=[CH:12][CH:13]=[C:9]3[C:7]3[CH:8]=[C:3]([C:2]([F:1])([F:25])[F:26])[CH:4]=[CH:5][C:6]=3[O:24][CH2:32][C:31]3[CH:34]=[CH:35][C:28]([F:27])=[CH:29][CH:30]=3)[N:20]=2)=[CH:30][CH:29]=1, predict the reactants needed to synthesize it. The reactants are: [F:1][C:2]([F:26])([F:25])[C:3]1[CH:4]=[CH:5][C:6]([OH:24])=[C:7]([C:9]2[N:10]([C:15]3[N:20]=[C:19]([C:21]([OH:23])=[O:22])[CH:18]=[CH:17][CH:16]=3)[C:11]([CH3:14])=[CH:12][CH:13]=2)[CH:8]=1.[F:27][C:28]1[CH:35]=[CH:34][C:31]([CH2:32]Br)=[CH:30][CH:29]=1.C([O-])([O-])=O.[K+].[K+].O. (4) Given the product [Cl:1][C:2]1[C:3]([F:34])=[C:4]([CH:31]=[CH:32][CH:33]=1)[CH2:5][NH:6][C:7]([C@@H:9]1[CH2:13][C@@H:12]([F:14])[CH2:11][N:10]1[C:15](=[O:30])[CH2:16][N:17]1[C:25]2[C:20](=[CH:21][C:22]([O:26][CH3:38])=[CH:23][CH:24]=2)[C:19]([C:27](=[O:29])[CH3:28])=[CH:18]1)=[O:8], predict the reactants needed to synthesize it. The reactants are: [Cl:1][C:2]1[C:3]([F:34])=[C:4]([CH:31]=[CH:32][CH:33]=1)[CH2:5][NH:6][C:7]([C@@H:9]1[CH2:13][C@@H:12]([F:14])[CH2:11][N:10]1[C:15](=[O:30])[CH2:16][N:17]1[C:25]2[C:20](=[CH:21][C:22]([OH:26])=[CH:23][CH:24]=2)[C:19]([C:27](=[O:29])[CH3:28])=[CH:18]1)=[O:8].[OH-].[K+].I[CH3:38]. (5) Given the product [CH3:11][C:12]1[N:13]=[CH:14][N:15]([C:2]2[CH:7]=[CH:6][C:5]([N+:8]([O-:10])=[O:9])=[CH:4][CH:3]=2)[CH:16]=1, predict the reactants needed to synthesize it. The reactants are: F[C:2]1[CH:7]=[CH:6][C:5]([N+:8]([O-:10])=[O:9])=[CH:4][CH:3]=1.[CH3:11][C:12]1[N:13]=[CH:14][NH:15][CH:16]=1.C([O-])([O-])=O.[K+].[K+]. (6) Given the product [Si:31]([O:38][C:39]1[CH:40]=[CH:41][C:42]([CH2:45][CH2:46][N:47]([C:48]2[CH:53]=[C:52]([O:54][CH3:55])[CH:51]=[CH:50][C:49]=2[CH:56]2[CH2:65][CH2:64][C:63]3[C:58](=[CH:59][CH:60]=[C:61]([O:66][CH3:67])[CH:62]=3)[CH2:57]2)[C:24]([CH:25]2[CH2:26][CH2:27]2)=[O:29])=[CH:43][CH:44]=1)([C:34]([CH3:37])([CH3:36])[CH3:35])([CH3:33])[CH3:32], predict the reactants needed to synthesize it. The reactants are: COC1C=CC(C2C[CH2:27][C:26]3C(=CC=[C:24]([O:29]C)[CH:25]=3)C2)=C(NCCC2C=CC(O)=CC=2)C=1.[Si:31]([O:38][C:39]1[CH:44]=[CH:43][C:42]([CH2:45][CH2:46][NH:47][C:48]2[CH:53]=[C:52]([O:54][CH3:55])[CH:51]=[CH:50][C:49]=2[CH:56]2[CH2:65][CH2:64][C:63]3[C:58](=[CH:59][CH:60]=[C:61]([O:66][CH3:67])[CH:62]=3)[CH2:57]2)=[CH:41][CH:40]=1)([C:34]([CH3:37])([CH3:36])[CH3:35])([CH3:33])[CH3:32].C(N(CC)CC)C.C1(C(Cl)=O)CC1. (7) Given the product [C:4]([O:36][C:17]([NH:18][N:18]([C:19]1[CH:24]=[CH:23][CH:22]=[CH:21][CH:20]=1)[C:17](/[CH:16]=[CH:15]/[C:12]1[CH:13]=[CH:14][C:9]([CH:4]([CH2:5][CH2:6][CH2:7][Cl:8])[C:3]([OH:2])=[O:34])=[CH:10][CH:11]=1)=[O:33])=[O:33])([CH3:9])([CH3:5])[CH3:3], predict the reactants needed to synthesize it. The reactants are: C[O:2][C:3](=[O:34])[CH:4]([C:9]1[CH:14]=[CH:13][C:12](/[CH:15]=[CH:16]/[C:17](=[O:33])[NH:18][C:19]2[CH:24]=[CH:23][CH:22]=[CH:21][C:20]=2NC(OC(C)(C)C)=O)=[CH:11][CH:10]=1)[CH2:5][CH2:6][CH2:7][Cl:8].[Li+].[OH-:36].Cl.